This data is from Peptide-MHC class I binding affinity with 185,985 pairs from IEDB/IMGT. The task is: Regression. Given a peptide amino acid sequence and an MHC pseudo amino acid sequence, predict their binding affinity value. This is MHC class I binding data. (1) The peptide sequence is AEMLASIDL. The MHC is HLA-B45:01 with pseudo-sequence HLA-B45:01. The binding affinity (normalized) is 0.630. (2) The peptide sequence is ILAGVSLLPV. The MHC is HLA-A02:06 with pseudo-sequence HLA-A02:06. The binding affinity (normalized) is 0.957. (3) The peptide sequence is SPVMGVIGF. The MHC is HLA-B35:01 with pseudo-sequence HLA-B35:01. The binding affinity (normalized) is 1.00. (4) The MHC is HLA-A01:01 with pseudo-sequence HLA-A01:01. The peptide sequence is GHLENNPAL. The binding affinity (normalized) is 0.0847. (5) The peptide sequence is NRWKSWFSY. The MHC is HLA-B15:01 with pseudo-sequence HLA-B15:01. The binding affinity (normalized) is 0.0847. (6) The peptide sequence is SDYLELDTT. The MHC is Mamu-B01 with pseudo-sequence Mamu-B01. The binding affinity (normalized) is 0.605.